From a dataset of Catalyst prediction with 721,799 reactions and 888 catalyst types from USPTO. Predict which catalyst facilitates the given reaction. Reactant: [Cl:1][C:2]1[CH:3]=[CH:4][C:5]2[N:11]3[CH:12]=[CH:13][CH:14]=[C:10]3[C@@H:9]([CH2:15][CH2:16][C:17]([N:19]3[CH2:24][CH:23]4[C:21]([C:25]([O:27]CC)=[O:26])([CH2:22]4)[CH2:20]3)=[O:18])[O:8][C@H:7]([C:30]3[CH:35]=[CH:34][CH:33]=[C:32]([O:36][CH3:37])[C:31]=3[O:38][CH3:39])[C:6]=2[CH:40]=1. Product: [Cl:1][C:2]1[CH:3]=[CH:4][C:5]2[N:11]3[CH:12]=[CH:13][CH:14]=[C:10]3[C@@H:9]([CH2:15][CH2:16][C:17]([N:19]3[CH2:24][CH:23]4[C:21]([C:25]([OH:27])=[O:26])([CH2:22]4)[CH2:20]3)=[O:18])[O:8][C@H:7]([C:30]3[CH:35]=[CH:34][CH:33]=[C:32]([O:36][CH3:37])[C:31]=3[O:38][CH3:39])[C:6]=2[CH:40]=1. The catalyst class is: 5.